From a dataset of Peptide-MHC class I binding affinity with 185,985 pairs from IEDB/IMGT. Regression. Given a peptide amino acid sequence and an MHC pseudo amino acid sequence, predict their binding affinity value. This is MHC class I binding data. The peptide sequence is MSDIFHALV. The MHC is HLA-A02:11 with pseudo-sequence HLA-A02:11. The binding affinity (normalized) is 1.00.